This data is from Forward reaction prediction with 1.9M reactions from USPTO patents (1976-2016). The task is: Predict the product of the given reaction. Given the reactants [Cl:1][C:2]1[N:10]=[C:9]([N:11]2[C:15]3[CH:16]=[C:17]([F:20])[CH:18]=[CH:19][C:14]=3[N:13]=[CH:12]2)[N:8]=[C:7]2[C:3]=1[NH:4][C:5](=[O:34])[N:6]2[C@H:21]1[CH2:26][CH2:25][C@H:24]([O:27][CH:28]2[CH2:33][CH2:32][CH2:31][CH2:30][O:29]2)[CH2:23][CH2:22]1.[CH3:35]CN(P1(N(C)CCCN1)=NC(C)(C)C)CC.IC, predict the reaction product. The product is: [Cl:1][C:2]1[N:10]=[C:9]([N:11]2[C:15]3[CH:16]=[C:17]([F:20])[CH:18]=[CH:19][C:14]=3[N:13]=[CH:12]2)[N:8]=[C:7]2[C:3]=1[N:4]([CH3:35])[C:5](=[O:34])[N:6]2[C@H:21]1[CH2:26][CH2:25][C@H:24]([O:27][CH:28]2[CH2:33][CH2:32][CH2:31][CH2:30][O:29]2)[CH2:23][CH2:22]1.